From a dataset of Reaction yield outcomes from USPTO patents with 853,638 reactions. Predict the reaction yield, written as a fraction of the theoretical maximum amount of product (1.0 means a 100% yield; for example, 0.34 means a 34% yield). The reactants are O(C1C=CC=CC=1)C1C=CC=CC=1.[CH3:14][O:15][C:16]1[CH:17]=[C:18]([NH:22][CH:23]=[C:24]2[C:29](=[O:30])OC(C)(C)OC2=O)[CH:19]=[CH:20][CH:21]=1. No catalyst specified. The product is [CH3:14][O:15][C:16]1[CH:17]=[C:18]2[C:19]([C:29]([OH:30])=[CH:24][CH:23]=[N:22]2)=[CH:20][CH:21]=1. The yield is 0.300.